This data is from Full USPTO retrosynthesis dataset with 1.9M reactions from patents (1976-2016). The task is: Predict the reactants needed to synthesize the given product. (1) Given the product [CH:35]1([N:39]2[CH2:45][CH2:44][CH2:43][N:42]([C:46]([N:48]3[CH2:49][CH:50]([O:52][C:53]4[CH:58]=[CH:57][C:56]([C:5]5[CH:4]=[N:3][N:2]([CH3:1])[CH:6]=5)=[CH:55][CH:54]=4)[CH2:51]3)=[O:47])[CH2:41][CH2:40]2)[CH2:38][CH2:37][CH2:36]1, predict the reactants needed to synthesize it. The reactants are: [CH3:1][N:2]1[CH:6]=[C:5](B2OC(C)(C)C(C)(C)O2)[CH:4]=[N:3]1.C1(P(C2CCCCC2)C2CCCCC2)CCCCC1.[CH:35]1([N:39]2[CH2:45][CH2:44][CH2:43][N:42]([C:46]([N:48]3[CH2:51][CH:50]([O:52][C:53]4[CH:58]=[CH:57][C:56](I)=[CH:55][CH:54]=4)[CH2:49]3)=[O:47])[CH2:41][CH2:40]2)[CH2:38][CH2:37][CH2:36]1.[O-]P([O-])([O-])=O.[K+].[K+].[K+]. (2) Given the product [Cl:1][C:2]1[CH:7]=[C:6]([Cl:8])[CH:5]=[CH:4][C:3]=1[CH:9]([NH:16][C:17]([CH2:18][NH:19][C:20](=[O:21])[C:22]1[CH:27]=[CH:26][CH:25]=[CH:24][CH:23]=1)=[O:28])[C:10]1[CH:15]=[CH:14][CH:13]=[CH:12][CH:11]=1, predict the reactants needed to synthesize it. The reactants are: [Cl:1][C:2]1[CH:7]=[C:6]([Cl:8])[CH:5]=[CH:4][C:3]=1[CH:9]([NH2:16])[C:10]1[CH:15]=[CH:14][CH:13]=[CH:12][CH:11]=1.[C:17](O)(=[O:28])[CH2:18][NH:19][C:20]([C:22]1[CH:27]=[CH:26][CH:25]=[CH:24][CH:23]=1)=[O:21]. (3) Given the product [CH3:24][S:25]([OH:27])(=[O:29])=[O:26].[CH3:1][O:2][CH:3]([NH2:30])[CH2:4][O:5][CH2:6][CH2:7][O:8][CH2:9][CH2:10][O:11][CH2:12][CH2:13][O:14][CH2:15][CH2:16][O:17][CH2:18][CH2:19][O:20][CH2:21][CH2:22][OH:23], predict the reactants needed to synthesize it. The reactants are: [CH3:1][O:2][CH2:3][CH2:4][O:5][CH2:6][CH2:7][O:8][CH2:9][CH2:10][O:11][CH2:12][CH2:13][O:14][CH2:15][CH2:16][O:17][CH2:18][CH2:19][O:20][CH2:21][CH2:22][OH:23].[CH3:24][S:25](Cl)(=[O:27])=[O:26].[OH-:29].[NH4+:30]. (4) Given the product [C:1]([C:3]1[CH:4]=[CH:5][C:6]([S:9][C:10]2[CH:11]=[CH:12][C:13]([C:14]([NH:27][CH2:28][CH3:29])=[O:16])=[CH:17][CH:18]=2)=[CH:7][CH:8]=1)#[N:2], predict the reactants needed to synthesize it. The reactants are: [C:1]([C:3]1[CH:8]=[CH:7][C:6]([S:9][C:10]2[CH:18]=[CH:17][C:13]([C:14]([OH:16])=O)=[CH:12][CH:11]=2)=[CH:5][CH:4]=1)#[N:2].CN(C(O[N:27]1N=N[C:29]2C=CC=C[C:28]1=2)=[N+](C)C)C.F[P-](F)(F)(F)(F)F.C1C=CC2N(O)N=NC=2C=1.C(N)C. (5) The reactants are: [Br:1][C:2]1[C:11]([CH2:12][N:13]2[CH2:18][CH2:17][O:16][CH2:15][CH2:14]2)=[CH:10][C:5]([C:6]([O:8]C)=[O:7])=[C:4]([OH:19])[CH:3]=1.[OH-].[Li+].O. Given the product [Br:1][C:2]1[C:11]([CH2:12][N:13]2[CH2:18][CH2:17][O:16][CH2:15][CH2:14]2)=[CH:10][C:5]([C:6]([OH:8])=[O:7])=[C:4]([OH:19])[CH:3]=1, predict the reactants needed to synthesize it.